Dataset: Full USPTO retrosynthesis dataset with 1.9M reactions from patents (1976-2016). Task: Predict the reactants needed to synthesize the given product. (1) Given the product [I:17][C:18]1[CH:23]=[CH:22][C:21]([O:24][CH3:25])=[CH:20][C:19]=1[S:11][C:5]1[NH:6][C:7]2[C:3]([N:4]=1)=[C:2]([NH2:1])[N:10]=[CH:9][N:8]=2, predict the reactants needed to synthesize it. The reactants are: [NH2:1][C:2]1[N:10]=[CH:9][N:8]=[C:7]2[C:3]=1[NH:4][C:5](=[S:11])[NH:6]2.F[B-](F)(F)F.[I:17][C:18]1[CH:23]=[CH:22][C:21]([O:24][CH3:25])=[CH:20][C:19]=1[N+]#N.C([O-])(O)=O.[Na+]. (2) Given the product [C:6]([O:10][N:11]=[CH:3][CH2:2][Cl:1])([CH3:9])([CH3:8])[CH3:7], predict the reactants needed to synthesize it. The reactants are: [Cl:1][CH2:2][CH:3]=O.Cl.[C:6]([O:10][NH2:11])([CH3:9])([CH3:8])[CH3:7]. (3) Given the product [N:1]1[CH:6]=[CH:5][CH:4]=[CH:3][C:2]=1[CH:7]([N:22]([CH:20]([C:15]1[CH:16]=[CH:17][CH:18]=[CH:19][N:14]=1)[CH3:21])[CH2:23][CH2:24][CH2:25][CH2:26][N:27]1[C:35](=[O:36])[C:34]2[C:29](=[CH:30][CH:31]=[CH:32][CH:33]=2)[C:28]1=[O:37])[CH3:8], predict the reactants needed to synthesize it. The reactants are: [N:1]1[CH:6]=[CH:5][CH:4]=[CH:3][C:2]=1[CH:7](OS(C)(=O)=O)[CH3:8].[N:14]1[CH:19]=[CH:18][CH:17]=[CH:16][C:15]=1[CH:20]([NH:22][CH2:23][CH2:24][CH2:25][CH2:26][N:27]1[C:35](=[O:36])[C:34]2[C:29](=[CH:30][CH:31]=[CH:32][CH:33]=2)[C:28]1=[O:37])[CH3:21].CCN(C(C)C)C(C)C. (4) Given the product [Br:1][C:2]1[CH:3]=[C:4]2[N:9]=[C:17]([C:15]3[CH:14]=[CH:13][N:12]=[C:11]([CH3:10])[CH:16]=3)[NH:8][C:5]2=[N:6][CH:7]=1, predict the reactants needed to synthesize it. The reactants are: [Br:1][C:2]1[CH:3]=[C:4]([NH2:9])[C:5]([NH2:8])=[N:6][CH:7]=1.[CH3:10][C:11]1[CH:16]=[C:15]([C:17](O)=O)[CH:14]=[CH:13][N:12]=1. (5) Given the product [Cl:21][C:22]1[N:27]=[CH:26][N:25]=[C:24]([N:16]2[CH2:17][CH2:18][CH:13]([C:11]([NH:10][CH2:9][C:4]3[CH:5]=[CH:6][CH:7]=[CH:8][C:3]=3[C:2]([F:1])([F:19])[F:20])=[O:12])[CH2:14][CH2:15]2)[N:23]=1, predict the reactants needed to synthesize it. The reactants are: [F:1][C:2]([F:20])([F:19])[C:3]1[CH:8]=[CH:7][CH:6]=[CH:5][C:4]=1[CH2:9][NH:10][C:11]([CH:13]1[CH2:18][CH2:17][NH:16][CH2:15][CH2:14]1)=[O:12].[Cl:21][C:22]1[N:27]=[C:26](Cl)[N:25]=[CH:24][N:23]=1.C(N(C(C)C)CC)(C)C. (6) Given the product [Cl:1][C:2]1[CH:3]=[C:4]2[C:8](=[CH:9][CH:10]=1)[N:7]([CH2:36][C:35]1[CH:34]=[CH:33][C:32]([C:31]([F:30])([F:40])[F:41])=[CH:39][CH:38]=1)[C:6]([C:11]([CH:13]([CH2:25][CH2:26][CH3:27])[CH2:14][C:15]1[CH:24]=[CH:23][C:18]([C:19]([O:21][CH3:22])=[O:20])=[CH:17][CH:16]=1)=[O:12])=[CH:5]2, predict the reactants needed to synthesize it. The reactants are: [Cl:1][C:2]1[CH:3]=[C:4]2[C:8](=[CH:9][CH:10]=1)[NH:7][C:6]([C:11]([CH:13]([CH2:25][CH2:26][CH3:27])[CH2:14][C:15]1[CH:24]=[CH:23][C:18]([C:19]([O:21][CH3:22])=[O:20])=[CH:17][CH:16]=1)=[O:12])=[CH:5]2.[H-].[Na+].[F:30][C:31]([F:41])([F:40])[C:32]1[CH:39]=[CH:38][C:35]([CH2:36]Br)=[CH:34][CH:33]=1. (7) Given the product [CH3:1][N:2]([CH2:4][C@H:5]1[O:29][CH2:11][C@@H:8]([CH3:9])[N:7]([C:12]2[N:17]=[C:16]([NH:18][CH3:19])[N:15]=[C:14]([C:20]3[CH:27]=[C:26]4[C:23]([C:24]([NH2:25])=[N:30][NH:31]4)=[CH:22][CH:21]=3)[CH:13]=2)[CH2:6]1)[CH3:3], predict the reactants needed to synthesize it. The reactants are: [CH3:1][N:2]([CH2:4][C@H:5]1O[CH2:9][C@@H:8]([CH3:11])[N:7]([C:12]2[N:17]=[C:16]([NH:18][CH3:19])[N:15]=[C:14]([C:20]3[CH:27]=[CH:26][C:23]([C:24]#[N:25])=[C:22](F)[CH:21]=3)[CH:13]=2)[CH2:6]1)[CH3:3].[OH2:29].[NH2:30][NH2:31]. (8) Given the product [CH2:38]([C:40]1[O:41][C:42]2[CH:48]=[CH:47][C:46]([NH:49][CH2:1][C@H:3]3[NH:8][CH2:7][CH2:6][N:5]([C:28]([O:30][CH2:31][C:32]4[CH:33]=[CH:34][CH:35]=[CH:36][CH:37]=4)=[O:29])[CH2:4]3)=[CH:45][C:43]=2[N:44]=1)[CH3:39], predict the reactants needed to synthesize it. The reactants are: [CH:1]([C@H:3]1[N:8](C(C2C=CC=CC=2)(C2C=CC=CC=2)C2C=CC=CC=2)[CH2:7][CH2:6][N:5]([C:28]([O:30][CH2:31][C:32]2[CH:37]=[CH:36][CH:35]=[CH:34][CH:33]=2)=[O:29])[CH2:4]1)=O.[CH2:38]([C:40]1[O:41][C:42]2[CH:48]=[CH:47][C:46]([NH2:49])=[CH:45][C:43]=2[N:44]=1)[CH3:39].C(O[BH-](OC(=O)C)OC(=O)C)(=O)C.[Na+].C(OCC)(=O)C.Cl.C(=O)([O-])O.[Na+].